Dataset: Reaction yield outcomes from USPTO patents with 853,638 reactions. Task: Predict the reaction yield, written as a fraction of the theoretical maximum amount of product (1.0 means a 100% yield; for example, 0.34 means a 34% yield). The reactants are [Li+].C[Si]([N-][Si](C)(C)C)(C)C.[NH2:11][C:12]1[CH:17]=[CH:16][CH:15]=[CH:14][CH:13]=1.Cl[C:19]1[CH:28]=[CH:27][C:26]2[C:21](=[C:22]([C:29]3[NH:37][C:36]4[CH:35]([CH3:38])[CH2:34][NH:33][C:32](=[O:39])[C:31]=4[CH:30]=3)[CH:23]=[CH:24][CH:25]=2)[N:20]=1.C(O)(C(F)(F)F)=O. The catalyst is CS(C)=O. The product is [CH3:38][CH:35]1[CH2:34][NH:33][C:32](=[O:39])[C:31]2[CH:30]=[C:29]([C:22]3[CH:23]=[CH:24][CH:25]=[C:26]4[C:21]=3[N:20]=[C:19]([NH:11][C:12]3[CH:17]=[CH:16][CH:15]=[CH:14][CH:13]=3)[CH:28]=[CH:27]4)[NH:37][C:36]1=2. The yield is 0.400.